The task is: Predict the reactants needed to synthesize the given product.. This data is from Retrosynthesis with 50K atom-mapped reactions and 10 reaction types from USPTO. (1) Given the product CC(=O)Nc1ccc(F)c(Cl)c1, predict the reactants needed to synthesize it. The reactants are: CC(=O)OC(C)=O.Nc1ccc(F)c(Cl)c1. (2) Given the product CCOC(=O)C(CCc1ccccc1)NC1CSC(c2ccccc2)CN(CC(=O)OC(C)(C)C)C1=O, predict the reactants needed to synthesize it. The reactants are: CC(C)(C)OC(=O)CN1CC(c2ccccc2)SCC(N)C1=O.CCOC(=O)C(Br)CCc1ccccc1. (3) Given the product CC(C1CCC1)N1Cc2ncnc(Nc3cnc4ccccc4c3)c2C1, predict the reactants needed to synthesize it. The reactants are: CC(=O)C1CCC1.c1ccc2ncc(Nc3ncnc4c3CNC4)cc2c1. (4) The reactants are: C1CNCCN1.O=Cc1c(Cl)n(-c2ccc(-c3ccccc3)cc2)c2ccccc12. Given the product O=Cc1c(N2CCNCC2)n(-c2ccc(-c3ccccc3)cc2)c2ccccc12, predict the reactants needed to synthesize it. (5) Given the product CN(C(=O)c1ccccc1)c1ccccc1CCCC(=O)O, predict the reactants needed to synthesize it. The reactants are: CNc1ccccc1CCCC(=O)O.O=C(Cl)c1ccccc1. (6) The reactants are: COC(=O)/C=C/CBr.N[C@H]1CCOC1. Given the product COC(=O)/C=C/CN[C@H]1CCOC1, predict the reactants needed to synthesize it. (7) Given the product O=C(COc1ccccc1)[C@@H]1CCCN1C(=O)[C@@H]1CCCN1C(=O)COc1ccccc1, predict the reactants needed to synthesize it. The reactants are: O=C(COc1ccccc1)N1CCC[C@H]1C(=O)N1CCC[C@H]1C(O)COc1ccccc1.